From a dataset of Catalyst prediction with 721,799 reactions and 888 catalyst types from USPTO. Predict which catalyst facilitates the given reaction. Reactant: [Cl:1][C:2]1[CH:7]=[CH:6][CH:5]=[CH:4][C:3]=1[N:8]1[C:12]([S:13][C:14]2[CH:19]=[CH:18][CH:17]=[C:16]([O:20][CH3:21])[N:15]=2)=[CH:11][C:10]([CH:22]=O)=[N:9]1.[CH3:24][NH2:25].CO.CO. Product: [Cl:1][C:2]1[CH:7]=[CH:6][CH:5]=[CH:4][C:3]=1[N:8]1[C:12]([S:13][C:14]2[CH:19]=[CH:18][CH:17]=[C:16]([O:20][CH3:21])[N:15]=2)=[CH:11][C:10]([CH2:22][NH:25][CH3:24])=[N:9]1. The catalyst class is: 7.